The task is: Predict which catalyst facilitates the given reaction.. This data is from Catalyst prediction with 721,799 reactions and 888 catalyst types from USPTO. Reactant: [H-].[Al+3].[Li+].[H-].[H-].[H-].[C:7]([O:11][C:12](=[O:44])[CH2:13][C@H:14]([NH:21][S:22]([C:25]1[CH:30]=[CH:29][CH:28]=[CH:27][C:26]=1[O:31][CH2:32][CH2:33][C:34]1[C:43]2[C:38](=[CH:39][CH:40]=[CH:41][CH:42]=2)[CH:37]=[N:36][CH:35]=1)(=[O:24])=[O:23])[C:15](N(OC)C)=[O:16])([CH3:10])([CH3:9])[CH3:8].C1COCC1.C(OCC)C. Product: [C:7]([O:11][C:12](=[O:44])[CH2:13][C@H:14]([NH:21][S:22]([C:25]1[CH:30]=[CH:29][CH:28]=[CH:27][C:26]=1[O:31][CH2:32][CH2:33][C:34]1[C:43]2[C:38](=[CH:39][CH:40]=[CH:41][CH:42]=2)[CH:37]=[N:36][CH:35]=1)(=[O:24])=[O:23])[CH:15]=[O:16])([CH3:10])([CH3:8])[CH3:9]. The catalyst class is: 27.